Dataset: Reaction yield outcomes from USPTO patents with 853,638 reactions. Task: Predict the reaction yield, written as a fraction of the theoretical maximum amount of product (1.0 means a 100% yield; for example, 0.34 means a 34% yield). (1) The reactants are [Cl:1][C:2]1[CH:3]=[C:4]([C:8](=[O:10])[CH3:9])[CH:5]=[CH:6][CH:7]=1.[C:11](#[N:13])[CH3:12]. No catalyst specified. The product is [Cl:1][C:2]1[CH:3]=[C:4]([C:8]2[O:10][C:11]([CH3:12])=[N:13][CH:9]=2)[CH:5]=[CH:6][CH:7]=1. The yield is 0.839. (2) The reactants are ClC1C=C(C)C=CC=1C1N(C[C@@H]2CCCN(C(OC(C)(C)C)=O)C2)C2N=C([NH:17][CH2:18][C:19]3[CH:24]=[CH:23][C:22]([F:25])=[C:21]([F:26])[CH:20]=3)N=CC=2C=1.Cl[C:43]1[N:44]=[CH:45][C:46]2[CH:51]=[C:50]([C:52]3[C:57]([Cl:58])=[CH:56][C:55]([F:59])=[CH:54][C:53]=3[Cl:60])[N:49]([CH2:61][C@@H:62]3[CH2:67][CH2:66][CH2:65][N:64]([C:68]([O:70][C:71]([CH3:74])([CH3:73])[CH3:72])=[O:69])[CH2:63]3)[C:47]=2[N:48]=1. No catalyst specified. The product is [Cl:58][C:57]1[CH:56]=[C:55]([F:59])[CH:54]=[C:53]([Cl:60])[C:52]=1[C:50]1[N:49]([CH2:61][C@@H:62]2[CH2:67][CH2:66][CH2:65][N:64]([C:68]([O:70][C:71]([CH3:72])([CH3:73])[CH3:74])=[O:69])[CH2:63]2)[C:47]2[N:48]=[C:43]([NH:17][CH2:18][C:19]3[CH:24]=[CH:23][C:22]([F:25])=[C:21]([F:26])[CH:20]=3)[N:44]=[CH:45][C:46]=2[CH:51]=1. The yield is 0.250. (3) The reactants are C([O:4][C:5]1[CH:21]=[C:20]([I:22])[CH:19]=[CH:18][C:6]=1[C:7]([NH:9][C@@H:10]([C@H:15]([OH:17])[CH3:16])[C:11]([O:13]C)=[O:12])=[O:8])(=O)C.[OH-].[Na+]. The catalyst is CO.O.C(Cl)(Cl)Cl. The product is [OH:17][C@H:15]([CH3:16])[C@H:10]([NH:9][C:7](=[O:8])[C:6]1[CH:18]=[CH:19][C:20]([I:22])=[CH:21][C:5]=1[OH:4])[C:11]([O-:13])=[O:12].[CH2:7]([NH3+:9])[CH3:6]. The yield is 1.00. (4) The reactants are [Al+3].[Cl-].[Cl-].[Cl-].[C:5]1([CH:11]2[CH2:15][C:14](=[O:16])[O:13][C:12]2=[O:17])[CH:10]=[CH:9][CH:8]=[CH:7][CH:6]=1. The catalyst is ClCCCl. The product is [O:16]=[C:14]1[C:10]2[C:5](=[CH:6][CH:7]=[CH:8][CH:9]=2)[CH:11]([C:12]([OH:13])=[O:17])[CH2:15]1. The yield is 0.690.